This data is from Full USPTO retrosynthesis dataset with 1.9M reactions from patents (1976-2016). The task is: Predict the reactants needed to synthesize the given product. (1) Given the product [CH3:25][O:24][C:21]1[CH:22]=[CH:23][C:14]([C:8]2[CH:9]([CH3:13])[CH2:10][C:11](=[O:12])[N:6]([CH2:5][CH2:4][CH2:3][CH2:2][O:27][C:28]3[CH:29]=[CH:30][C:31]([C:34]4[CH:35]([CH3:41])[CH2:36][C:37](=[O:40])[NH:38][N:39]=4)=[CH:32][CH:33]=3)[N:7]=2)=[C:15]2[C:20]=1[N:19]=[C:18]([CH3:26])[CH:17]=[CH:16]2, predict the reactants needed to synthesize it. The reactants are: Br[CH2:2][CH2:3][CH2:4][CH2:5][N:6]1[C:11](=[O:12])[CH2:10][CH:9]([CH3:13])[C:8]([C:14]2[CH:23]=[CH:22][C:21]([O:24][CH3:25])=[C:20]3[C:15]=2[CH:16]=[CH:17][C:18]([CH3:26])=[N:19]3)=[N:7]1.[OH:27][C:28]1[CH:33]=[CH:32][C:31]([C:34]2[CH:35]([CH3:41])[CH2:36][C:37](=[O:40])[NH:38][N:39]=2)=[CH:30][CH:29]=1.C(=O)([O-])[O-].[K+].[K+].O. (2) Given the product [C:41]([CH2:42][NH:47][C:28]([C:26]1[N:27]=[C:23]([CH:20]([NH:19][C:17]([C:16]2[C:11]3[CH:10]=[N:9][N:8]([C:5]4[CH:4]=[CH:3][C:2]([F:1])=[CH:7][CH:6]=4)[C:12]=3[CH:13]=[N:14][CH:15]=2)=[O:18])[CH2:21][CH3:22])[O:24][C:25]=1[CH3:31])=[O:29])(=[O:68])[NH2:40], predict the reactants needed to synthesize it. The reactants are: [F:1][C:2]1[CH:7]=[CH:6][C:5]([N:8]2[C:12]3[CH:13]=[N:14][CH:15]=[C:16]([C:17]([NH:19][CH:20]([C:23]4[O:24][C:25]([CH3:31])=[C:26]([C:28](O)=[O:29])[N:27]=4)[CH2:21][CH3:22])=[O:18])[C:11]=3[CH:10]=[N:9]2)=[CH:4][CH:3]=1.CN(C(O[N:40]1N=[N:47][C:42]2C=CC=N[C:41]1=2)=[N+](C)C)C.F[P-](F)(F)(F)(F)F.CCN(C(C)C)C(C)C.NCC(OC)=[O:68].Cl. (3) Given the product [Br:1][C:11]1[C:12]2[C:4]([CH3:3])=[CH:5][CH:6]=[CH:7][C:8]=2[S:9][CH:10]=1, predict the reactants needed to synthesize it. The reactants are: [Br:1]Br.[CH3:3][C:4]1[C:12]2[CH:11]=[CH:10][S:9][C:8]=2[CH:7]=[CH:6][CH:5]=1.C([O-])(=O)C.[Na+].